This data is from Reaction yield outcomes from USPTO patents with 853,638 reactions. The task is: Predict the reaction yield, written as a fraction of the theoretical maximum amount of product (1.0 means a 100% yield; for example, 0.34 means a 34% yield). (1) The reactants are C[O:2][C:3]([C:5]1[CH:6]=[N:7][N:8]2[C:13]([C:14](=[O:33])[NH:15][C@@H:16]3[C:24]4[C:19](=[C:20]([CH3:32])[C:21]([C:25]([O:27][C:28]([CH3:31])([CH3:30])[CH3:29])=[O:26])=[CH:22][CH:23]=4)[CH2:18][CH2:17]3)=[CH:12][C:11]([C:34](=[O:45])[NH:35][CH2:36][C:37]3[CH:42]=[CH:41][C:40]([F:43])=[C:39]([F:44])[CH:38]=3)=[N:10][C:9]=12)=O.[NH3:46]. The catalyst is CO. The product is [C:28]([O:27][C:25]([C:21]1[C:20]([CH3:32])=[C:19]2[C:24](=[CH:23][CH:22]=1)[C@@H:16]([NH:15][C:14]([C:13]1[N:8]3[N:7]=[CH:6][C:5]([C:3](=[O:2])[NH2:46])=[C:9]3[N:10]=[C:11]([C:34](=[O:45])[NH:35][CH2:36][C:37]3[CH:42]=[CH:41][C:40]([F:43])=[C:39]([F:44])[CH:38]=3)[CH:12]=1)=[O:33])[CH2:17][CH2:18]2)=[O:26])([CH3:29])([CH3:31])[CH3:30]. The yield is 0.170. (2) The reactants are BrCCCCC(C)(C1C=CC(C)=CC=1)CO.[Br:17][CH2:18][CH2:19][CH2:20][C:21]([CH3:33])([C:27]1[CH:32]=[CH:31][CH:30]=[CH:29][CH:28]=1)[C:22](OCC)=[O:23].[Li+].[BH4-].CO. The catalyst is C(Cl)Cl. The product is [Br:17][CH2:18][CH2:19][CH2:20][C:21]([CH3:33])([C:27]1[CH:32]=[CH:31][CH:30]=[CH:29][CH:28]=1)[CH2:22][OH:23]. The yield is 0.980. (3) The reactants are Cl[C:2]1[CH:3]=[C:4]([NH:10][C:11]2[CH:21]=[CH:20][C:14]([C:15]([N:17]([CH3:19])[CH3:18])=[O:16])=[CH:13][N:12]=2)[C:5](=[O:9])[N:6]([CH3:8])[N:7]=1.[C:22]([O:25][CH2:26][C:27]1[C:32](B2OC(C)(C)C(C)(C)O2)=[CH:31][CH:30]=[CH:29][C:28]=1[N:42]1[N:51]=[CH:50][C:49]2[C:44](=[C:45]([F:56])[CH:46]=[C:47]([C:52]([CH3:55])([CH3:54])[CH3:53])[CH:48]=2)[C:43]1=[O:57])(=[O:24])[CH3:23].C([O-])([O-])=O.[Cs+].[Cs+].[O-]S([O-])(=O)=O.[Na+].[Na+]. The catalyst is C(Cl)Cl.C1C=CC(P([C]2[CH][CH][CH][CH]2)C2C=CC=CC=2)=CC=1.C1C=CC(P([C]2[CH][CH][CH][CH]2)C2C=CC=CC=2)=CC=1.Cl[Pd]Cl.[Fe].O.O1CCOCC1. The product is [C:52]([C:47]1[CH:48]=[C:49]2[C:44](=[C:45]([F:56])[CH:46]=1)[C:43](=[O:57])[N:42]([C:28]1[CH:29]=[CH:30][CH:31]=[C:32]([C:2]3[CH:3]=[C:4]([NH:10][C:11]4[CH:21]=[CH:20][C:14]([C:15](=[O:16])[N:17]([CH3:19])[CH3:18])=[CH:13][N:12]=4)[C:5](=[O:9])[N:6]([CH3:8])[N:7]=3)[C:27]=1[CH2:26][O:25][C:22](=[O:24])[CH3:23])[N:51]=[CH:50]2)([CH3:53])([CH3:54])[CH3:55]. The yield is 0.520.